Dataset: Catalyst prediction with 721,799 reactions and 888 catalyst types from USPTO. Task: Predict which catalyst facilitates the given reaction. (1) Reactant: [Cl:1][C:2]1[CH:3]=[C:4]([C:12]2[N:16]=[C:15]([C:17]3[N:18]=[C:19]4[CH2:24][N:23](C(OCC5C=CC=CC=5)=O)[CH2:22][CH2:21][N:20]4[C:35]=3[CH3:36])[O:14][N:13]=2)[CH:5]=[CH:6][C:7]=1[O:8][CH:9]([CH3:11])[CH3:10].C([SiH](C(C)C)C(C)C)(C)C.CCOCC. Product: [Cl:1][C:2]1[CH:3]=[C:4]([C:12]2[N:16]=[C:15]([C:17]3[N:18]=[C:19]4[CH2:24][NH:23][CH2:22][CH2:21][N:20]4[C:35]=3[CH3:36])[O:14][N:13]=2)[CH:5]=[CH:6][C:7]=1[O:8][CH:9]([CH3:11])[CH3:10]. The catalyst class is: 570. (2) Reactant: [F:1][C:2]1[CH:3]=[CH:4][C:5]([O:20][C@@H:21]2[CH2:25][CH2:24][O:23][CH2:22]2)=[C:6]([CH:8]2[CH2:12][CH2:11][CH2:10][N:9]2[C:13]2[CH:14]=[CH:15][C:16]([NH2:19])=[N:17][CH:18]=2)[CH:7]=1.[CH3:26]N(C(OC)OC)C.[CH2:34]([O:36][C:37](=[O:40])[CH2:38]Br)[CH3:35].CO. Product: [CH2:34]([O:36][C:37]([C:38]1[N:17]2[CH:18]=[C:13]([N:9]3[CH2:10][CH2:11][CH2:12][CH:8]3[C:6]3[CH:7]=[C:2]([F:1])[CH:3]=[CH:4][C:5]=3[O:20][C@@H:21]3[CH2:25][CH2:24][O:23][CH2:22]3)[CH:14]=[CH:15][C:16]2=[N:19][CH:26]=1)=[O:40])[CH3:35]. The catalyst class is: 11. (3) Reactant: [NH2:1][C:2]1[CH:24]=[CH:23][C:5]([O:6][C@H:7]2[CH2:12][CH2:11][CH2:10][N:9]([CH2:13][C:14]3[CH:22]=[CH:21][C:17]4[O:18][CH2:19][O:20][C:16]=4[CH:15]=3)[CH2:8]2)=[CH:4][CH:3]=1.[NH4+:25].[OH-].[CH2:27]=O.[CH:29]([CH:31]=O)=O. Product: [N:1]1([C:2]2[CH:3]=[CH:4][C:5]([O:6][C@H:7]3[CH2:12][CH2:11][CH2:10][N:9]([CH2:13][C:14]4[CH:22]=[CH:21][C:17]5[O:18][CH2:19][O:20][C:16]=5[CH:15]=4)[CH2:8]3)=[CH:23][CH:24]=2)[CH:31]=[CH:29][N:25]=[CH:27]1. The catalyst class is: 200.